This data is from Full USPTO retrosynthesis dataset with 1.9M reactions from patents (1976-2016). The task is: Predict the reactants needed to synthesize the given product. (1) Given the product [C:1]([O:5][C:6](=[O:35])[NH:7][C:8]1([C:12]2[CH:13]=[CH:14][C:15]([C:18]3[C:19]([C:29]4[CH:30]=[CH:31][CH:32]=[CH:33][CH:34]=4)=[CH:20][C:21]4[N:26]([CH2:40][CH2:41][N:42]([CH3:44])[CH3:43])[C:25](=[O:27])[CH2:24][O:23][C:22]=4[N:28]=3)=[CH:16][CH:17]=2)[CH2:11][CH2:10][CH2:9]1)([CH3:4])([CH3:2])[CH3:3], predict the reactants needed to synthesize it. The reactants are: [C:1]([O:5][C:6](=[O:35])[NH:7][C:8]1([C:12]2[CH:17]=[CH:16][C:15]([C:18]3[C:19]([C:29]4[CH:34]=[CH:33][CH:32]=[CH:31][CH:30]=4)=[CH:20][C:21]4[NH:26][C:25](=[O:27])[CH2:24][O:23][C:22]=4[N:28]=3)=[CH:14][CH:13]=2)[CH2:11][CH2:10][CH2:9]1)([CH3:4])([CH3:3])[CH3:2].[H-].[Na+].Cl.Cl[CH2:40][CH2:41][N:42]([CH3:44])[CH3:43].O. (2) Given the product [CH3:30][O:29][CH2:28][C:27]([C:25]1[CH:24]=[CH:23][CH:22]=[C:21]([C:40]2[CH:41]=[N:42][N:43]([C:45]3[CH:46]=[N:47][CH:48]=[CH:49][CH:50]=3)[CH:44]=2)[N:26]=1)=[O:31], predict the reactants needed to synthesize it. The reactants are: C1(P(C2C=CC=CC=2)C2C=CC=CC=2)C=CC=CC=1.Br[C:21]1[N:26]=[C:25]([C:27](=[O:31])[CH2:28][O:29][CH3:30])[CH:24]=[CH:23][CH:22]=1.CC1(C)C(C)(C)OB([C:40]2[CH:41]=[N:42][N:43]([C:45]3[CH:46]=[N:47][CH:48]=[CH:49][CH:50]=3)[CH:44]=2)O1.C(=O)([O-])[O-].[K+].[K+].